Dataset: Reaction yield outcomes from USPTO patents with 853,638 reactions. Task: Predict the reaction yield, written as a fraction of the theoretical maximum amount of product (1.0 means a 100% yield; for example, 0.34 means a 34% yield). (1) The catalyst is CO. The reactants are [Cl:1][C:2]1[CH:42]=[CH:41][C:5]([O:6][C:7]2[CH:12]=[CH:11][C:10]([N:13]3[C@@H:17]([C:18]4[CH:23]=[CH:22][CH:21]=[C:20]([C:24]([F:27])([F:26])[F:25])[CH:19]=4)[CH2:16][N:15](S(C4C=CC(C)=CC=4)(=O)=O)[C:14]3=[N:38][C:39]#[N:40])=[CH:9][CH:8]=2)=[CH:4][CH:3]=1.[Mg]. The yield is 0.780. The product is [Cl:1][C:2]1[CH:3]=[CH:4][C:5]([O:6][C:7]2[CH:8]=[CH:9][C:10]([N:13]3[C@@H:17]([C:18]4[CH:23]=[CH:22][CH:21]=[C:20]([C:24]([F:25])([F:27])[F:26])[CH:19]=4)[CH2:16][NH:15][C:14]3=[N:38][C:39]#[N:40])=[CH:11][CH:12]=2)=[CH:41][CH:42]=1. (2) The catalyst is C(Cl)Cl. The yield is 1.00. The product is [Br:1][C:2]1[CH:7]=[CH:6][C:5]([CH2:8][O:9][S:11]([CH3:14])(=[O:13])=[O:12])=[C:4]([CH3:10])[CH:3]=1. The reactants are [Br:1][C:2]1[CH:7]=[CH:6][C:5]([CH2:8][OH:9])=[C:4]([CH3:10])[CH:3]=1.[S:11](Cl)([CH3:14])(=[O:13])=[O:12].[NH4+].[Cl-]. (3) The reactants are [Br:1][C:2]1[CH:7]=[CH:6][C:5]([C:8](=[O:10])[CH3:9])=[C:4]([OH:11])[CH:3]=1.[H-].[Na+].Br[CH2:15][C:16]([O:18][CH3:19])=[O:17]. The catalyst is CN(C=O)C.C(OCC)(=O)C. The product is [C:8]([C:5]1[CH:6]=[CH:7][C:2]([Br:1])=[CH:3][C:4]=1[O:11][CH2:15][C:16]([O:18][CH3:19])=[O:17])(=[O:10])[CH3:9]. The yield is 0.820. (4) The reactants are [Si]([O:8][C@@H:9]1[C@@:26]2([CH3:27])[C:13](=[CH:14][CH:15]=[C:16]3[C@@H:25]2[CH2:24][CH2:23][C@@:21]2([CH3:22])[C@H:17]3[CH2:18][CH:19]=[C:20]2[CH2:28][S:29][CH2:30][CH2:31][CH2:32][CH2:33][C:34]([O:37][Si](CC)(CC)CC)([CH3:36])[CH3:35])[CH2:12][C@@H:11]([O:45][Si](C(C)(C)C)(C)C)[CH2:10]1)(C(C)(C)C)(C)C.O1CCCC1.[F-].C([N+](CCCC)(CCCC)CCCC)CCC. No catalyst specified. The product is [OH:8][C@@H:9]1[C@@:26]2([CH3:27])[C:13](=[CH:14][CH:15]=[C:16]3[C@@H:25]2[CH2:24][CH2:23][C@@:21]2([CH3:22])[C@H:17]3[CH2:18][CH:19]=[C:20]2[CH2:28][S:29][CH2:30][CH2:31][CH2:32][CH2:33][C:34]([OH:37])([CH3:36])[CH3:35])[CH2:12][C@@H:11]([OH:45])[CH2:10]1. The yield is 0.860. (5) The reactants are FC(F)(F)C1C=CC(CBr)=CC=1.Br[CH2:14][CH2:15][OH:16].[CH3:17][C:18]1[N:19]=[C:20]([N:33]2[C:37](=[O:38])[NH:36][N:35]=[CH:34]2)[S:21][C:22]=1[C:23]([NH:25][CH2:26][C:27]1[CH:28]=[N:29][CH:30]=[CH:31][CH:32]=1)=[O:24]. No catalyst specified. The product is [OH:16][CH2:15][CH2:14][N:36]1[C:37](=[O:38])[N:33]([C:20]2[S:21][C:22]([C:23]([NH:25][CH2:26][C:27]3[CH:28]=[N:29][CH:30]=[CH:31][CH:32]=3)=[O:24])=[C:18]([CH3:17])[N:19]=2)[CH:34]=[N:35]1. The yield is 0.760. (6) The reactants are [CH3:1][O:2][CH2:3][CH:4]1[CH2:8][N:7]([C:9](OC(C)(C)C)=[O:10])[CH:6]([C:16]2[NH:20][C:19]3[C:21]4[C:26]([CH:27]=[CH:28][C:18]=3[N:17]=2)=[CH:25][C:24]2[C:29]3[C:34]([CH2:35][O:36][C:23]=2[CH:22]=4)=[CH:33][C:32]([B:37]2[O:41][C:40]([CH3:43])([CH3:42])[C:39]([CH3:45])([CH3:44])[O:38]2)=[CH:31][CH:30]=3)[CH2:5]1.Cl.[CH3:47][O:48][C@H:49]([CH3:59])[C@H:50]([NH:54][C:55]([O:57][CH3:58])=[O:56])C(O)=O.CN(C(ON1N=NC2C=CC=NC1=2)=[N+](C)C)C.F[P-](F)(F)(F)(F)F.CCN(C(C)C)C(C)C. The catalyst is C(Cl)Cl.CO. The product is [CH3:1][O:2][CH2:3][CH:4]1[CH2:8][N:7]([C:9](=[O:10])[CH:50]([NH:54][C:55](=[O:56])[O:57][CH3:58])[CH:49]([O:48][CH3:47])[CH3:59])[CH:6]([C:16]2[NH:20][C:19]3[C:21]4[C:26]([CH:27]=[CH:28][C:18]=3[N:17]=2)=[CH:25][C:24]2[C:29]3[C:34]([CH2:35][O:36][C:23]=2[CH:22]=4)=[CH:33][C:32]([B:37]2[O:38][C:39]([CH3:45])([CH3:44])[C:40]([CH3:42])([CH3:43])[O:41]2)=[CH:31][CH:30]=3)[CH2:5]1. The yield is 0.920.